This data is from Forward reaction prediction with 1.9M reactions from USPTO patents (1976-2016). The task is: Predict the product of the given reaction. (1) Given the reactants [NH2:1][C:2]([NH2:4])=[O:3].N.[NH:6]=C=O.N[C:10]([NH:12][C:13](N)=[O:14])=[O:11], predict the reaction product. The product is: [NH:1]1[C:13](=[O:14])[NH:12][C:10](=[O:11])[NH:4][C:2]1=[O:3].[NH3:6]. (2) Given the reactants [N:1]1[CH:6]=[CH:5][CH:4]=[C:3]([CH:7]2[CH2:13][CH:12]3[N:14]([C:15]([N:17]4[C:26]5[C:21](=[CH:22][CH:23]=[CH:24][CH:25]=5)[CH2:20][CH2:19][CH2:18]4)=[O:16])[CH:9]([CH2:10][CH2:11]3)[CH2:8]2)[CH:2]=1.[ClH:27], predict the reaction product. The product is: [ClH:27].[N:1]1[CH:6]=[CH:5][CH:4]=[C:3]([CH:7]2[CH2:13][CH:12]3[N:14]([C:15]([N:17]4[C:26]5[C:21](=[CH:22][CH:23]=[CH:24][CH:25]=5)[CH2:20][CH2:19][CH2:18]4)=[O:16])[CH:9]([CH2:10][CH2:11]3)[CH2:8]2)[CH:2]=1. (3) Given the reactants [Br:1][C:2]1[C:11]2[C:6](=[CH:7][CH:8]=[CH:9][CH:10]=2)[C:5]([CH2:12][OH:13])=[CH:4][CH:3]=1.[Si:14](Cl)([C:17]([CH3:20])([CH3:19])[CH3:18])([CH3:16])[CH3:15].N1C=CN=C1.O, predict the reaction product. The product is: [Br:1][C:2]1[C:11]2[C:6](=[CH:7][CH:8]=[CH:9][CH:10]=2)[C:5]([CH2:12][O:13][Si:14]([C:17]([CH3:20])([CH3:19])[CH3:18])([CH3:16])[CH3:15])=[CH:4][CH:3]=1. (4) Given the reactants [CH3:1][O:2][C:3](=[O:19])[CH:4]([NH:11][C:12]([O:14][C:15]([CH3:18])([CH3:17])[CH3:16])=[O:13])P(OC)(OC)=O.CN(C)C(=N)N(C)C.[NH2:28][C:29]1[N:36]=[CH:35][CH:34]=[CH:33][C:30]=1[CH:31]=O, predict the reaction product. The product is: [NH2:28][C:29]1[C:30](/[CH:31]=[C:4](\[NH:11][C:12]([O:14][C:15]([CH3:16])([CH3:17])[CH3:18])=[O:13])/[C:3]([O:2][CH3:1])=[O:19])=[CH:33][CH:34]=[CH:35][N:36]=1. (5) The product is: [F:25][C:2]([F:1])([F:24])[C:3]1[CH:4]=[CH:5][C:6]([O:9][CH:10]2[CH:15]3[CH2:16][CH:12]([CH2:13][NH:14]3)[CH2:11]2)=[N:7][CH:8]=1. Given the reactants [F:1][C:2]([F:25])([F:24])[C:3]1[CH:4]=[CH:5][C:6]([O:9][CH:10]2[CH:15]3[CH2:16][CH:12]([CH2:13][N:14]3C(OC(C)(C)C)=O)[CH2:11]2)=[N:7][CH:8]=1.Cl, predict the reaction product.